This data is from Catalyst prediction with 721,799 reactions and 888 catalyst types from USPTO. The task is: Predict which catalyst facilitates the given reaction. (1) Reactant: [Cl:1][C:2]1[C:3]([CH2:12][O:13][C:14]2[CH:15]=[C:16]3[C:21](=[CH:22][CH:23]=2)[O:20][C:19]([CH3:25])([CH3:24])[CH2:18][CH2:17]3)=[CH:4][C:5]2[O:9][N:8]=[C:7]([NH2:10])[C:6]=2[CH:11]=1.[CH3:26][S:27](Cl)(=[O:29])=[O:28].C([O-])(O)=O.[Na+]. Product: [Cl:1][C:2]1[C:3]([CH2:12][O:13][C:14]2[CH:15]=[C:16]3[C:21](=[CH:22][CH:23]=2)[O:20][C:19]([CH3:25])([CH3:24])[CH2:18][CH2:17]3)=[CH:4][C:5]2[O:9][N:8]=[C:7]([NH:10][S:27]([CH3:26])(=[O:29])=[O:28])[C:6]=2[CH:11]=1. The catalyst class is: 2. (2) Reactant: [CH:1]1([NH:4][C:5](=[O:38])[C:6]2[CH:11]=[CH:10][C:9]([C:12]3[N:16]4[CH:17]=[C:18]([C:32]5[CH:37]=[CH:36][CH:35]=[CH:34][CH:33]=5)[N:19]=[C:20]([NH:21][CH2:22][CH2:23][CH2:24][O:25][CH2:26][CH:27]5[CH2:31][O:30]C[O:28]5)[C:15]4=[N:14][CH:13]=3)=[CH:8][CH:7]=2)[CH2:3][CH2:2]1.Cl. Product: [CH:1]1([NH:4][C:5](=[O:38])[C:6]2[CH:11]=[CH:10][C:9]([C:12]3[N:16]4[CH:17]=[C:18]([C:32]5[CH:33]=[CH:34][CH:35]=[CH:36][CH:37]=5)[N:19]=[C:20]([NH:21][CH2:22][CH2:23][CH2:24][O:25][CH2:26][C@@H:27]([OH:28])[CH2:31][OH:30])[C:15]4=[N:14][CH:13]=3)=[CH:8][CH:7]=2)[CH2:2][CH2:3]1. The catalyst class is: 5. (3) Reactant: [C-:1]#[N:2].[K+].Br[CH2:5][C:6]1[CH:15]=[CH:14][CH:13]=[C:12]([N+:16]([O-:18])=[O:17])[C:7]=1[C:8]([O:10][CH3:11])=[O:9]. Product: [C:1]([CH2:5][C:6]1[CH:15]=[CH:14][CH:13]=[C:12]([N+:16]([O-:18])=[O:17])[C:7]=1[C:8]([O:10][CH3:11])=[O:9])#[N:2]. The catalyst class is: 72. (4) Reactant: [NH2:1][CH2:2][CH2:3][N:4]1[C:13]2[C:8](=[N:9][CH:10]=[C:11]([CH2:14][C:15]3[CH:20]=[CH:19][C:18]([F:21])=[CH:17][CH:16]=3)[CH:12]=2)[C:7]([OH:22])=[C:6]([C:23]([NH:25][CH2:26][CH2:27][O:28][CH:29]([CH3:31])[CH3:30])=[O:24])[C:5]1=[O:32].C(N(C(C)C)CC)(C)C.[C:42](OC(=O)C)(=[O:44])[CH3:43]. Product: [C:42]([NH:1][CH2:2][CH2:3][N:4]1[C:13]2[C:8](=[N:9][CH:10]=[C:11]([CH2:14][C:15]3[CH:16]=[CH:17][C:18]([F:21])=[CH:19][CH:20]=3)[CH:12]=2)[C:7]([OH:22])=[C:6]([C:23]([NH:25][CH2:26][CH2:27][O:28][CH:29]([CH3:30])[CH3:31])=[O:24])[C:5]1=[O:32])(=[O:44])[CH3:43]. The catalyst class is: 3. (5) Reactant: [Li]CCCC.Br[C:7]1[C:8]([Cl:28])=[CH:9][C:10]2[O:14][C:13]([C:19]3[CH:24]=[C:23]([Cl:25])[CH:22]=[C:21]([Cl:26])[CH:20]=3)([C:15]([F:18])([F:17])[F:16])[CH2:12][C:11]=2[CH:27]=1.[B:29](OC(C)C)([O:34]C(C)C)[O:30]C(C)C.Cl. Product: [Cl:28][C:8]1[C:7]([B:29]([OH:34])[OH:30])=[CH:27][C:11]2[CH2:12][C:13]([C:19]3[CH:24]=[C:23]([Cl:25])[CH:22]=[C:21]([Cl:26])[CH:20]=3)([C:15]([F:18])([F:17])[F:16])[O:14][C:10]=2[CH:9]=1. The catalyst class is: 1. (6) Reactant: OC(C1C=CC=C(C2C=C3[C:20]([C:21]4C=C[CH:24]=[CH:23][C:22]=4[O:27][CH3:28])=[CH:19][N:18](S(C4C=CC(C)=CC=4)(=O)=O)C3=NC=2)C=1)C(O)=O.CNCC1CCC[O:43]1.C(N(C(C)C)CC)(C)C. Product: [O:27]1[CH2:28][CH2:24][CH2:23][CH:22]1[CH2:21][CH2:20][C:19]([NH2:18])=[O:43]. The catalyst class is: 56.